This data is from Reaction yield outcomes from USPTO patents with 853,638 reactions. The task is: Predict the reaction yield, written as a fraction of the theoretical maximum amount of product (1.0 means a 100% yield; for example, 0.34 means a 34% yield). The reactants are [F:1][C:2]1[CH:7]=[CH:6][C:5]([C:8]2[S:12][C:11]([C:13]([OH:15])=[O:14])=[C:10]([C:16]3[N:20](C)[N:19]=[N:18][N:17]=3)[CH:9]=2)=[CH:4][CH:3]=1.COC(C1SC(C2C=CC(F)=CC=2)=CC=1C1N(C)N=NN=1)=O.[OH-].[Li+]. The catalyst is CO.C1COCC1.O. The product is [F:1][C:2]1[CH:3]=[CH:4][C:5]([C:8]2[S:12][C:11]([C:13]([OH:15])=[O:14])=[C:10]([C:16]3[NH:20][N:19]=[N:18][N:17]=3)[CH:9]=2)=[CH:6][CH:7]=1. The yield is 0.900.